This data is from Reaction yield outcomes from USPTO patents with 853,638 reactions. The task is: Predict the reaction yield, written as a fraction of the theoretical maximum amount of product (1.0 means a 100% yield; for example, 0.34 means a 34% yield). The reactants are [CH3:1][S:2][C:3]1[N:4]=[C:5]([C:9]2[CH:10]=[N:11][CH:12]=[CH:13][CH:14]=2)[S:6][C:7]=1[NH2:8].CN(C1C=CC=CN=1)C.[CH3:24][S:25][CH2:26][CH2:27][C:28](Cl)=[O:29]. The catalyst is C(Cl)Cl.O. The product is [CH3:24][S:25][CH2:26][CH2:27][C:28]([NH:8][C:7]1[S:6][C:5]([C:9]2[CH:10]=[N:11][CH:12]=[CH:13][CH:14]=2)=[N:4][C:3]=1[S:2][CH3:1])=[O:29]. The yield is 0.220.